Task: Predict the reactants needed to synthesize the given product.. Dataset: Full USPTO retrosynthesis dataset with 1.9M reactions from patents (1976-2016) (1) Given the product [CH2:20]([O:19][C:17](=[O:18])[CH2:16][O:15][C:14]1[CH:22]=[CH:23][C:11]([S:8]([C:5]2[CH:4]=[CH:3][C:2]([O:1][C:30]3[CH:31]=[CH:32][C:33]([S:35]([C:38]([F:40])([F:41])[F:39])(=[O:37])=[O:36])=[CH:34][C:29]=3[N+:26]([O-:28])=[O:27])=[CH:7][CH:6]=2)(=[O:9])=[O:10])=[CH:12][CH:13]=1)[CH3:21], predict the reactants needed to synthesize it. The reactants are: [OH:1][C:2]1[CH:7]=[CH:6][C:5]([S:8]([C:11]2[CH:23]=[CH:22][C:14]([O:15][CH2:16][C:17]([O:19][CH2:20][CH3:21])=[O:18])=[CH:13][CH:12]=2)(=[O:10])=[O:9])=[CH:4][CH:3]=1.[H-].[Na+].[N+:26]([C:29]1[CH:34]=[C:33]([S:35]([C:38]([F:41])([F:40])[F:39])(=[O:37])=[O:36])[CH:32]=[CH:31][C:30]=1Cl)([O-:28])=[O:27]. (2) Given the product [CH3:1][NH:2][CH2:4][C:5]1[CH:10]=[CH:9][C:8]([C:11]#[CH:12])=[CH:7][CH:6]=1, predict the reactants needed to synthesize it. The reactants are: [CH3:1][N:2]([CH2:4][C:5]1[CH:10]=[CH:9][C:8]([C:11]#[CH:12])=[CH:7][CH:6]=1)C.CNCC1C=CC(C#C[Si](C)(C)C)=CC=1. (3) Given the product [C:33]([N:19]([C:20]1[S:21][CH:22]=[CH:23][N:24]=1)[C@@H:16]1[CH2:17][CH2:18][N:14]([C:13]2[C:12]3=[C:25]4[C:4]([C:5](=[O:30])[C:6]([C:27]([OH:29])=[O:28])=[CH:7][N:8]4[N:9]([CH3:26])[CH2:10][O:11]3)=[CH:3][C:2]=2[F:1])[CH2:15]1)(=[O:34])[CH3:32], predict the reactants needed to synthesize it. The reactants are: [F:1][C:2]1[CH:3]=[C:4]2[C:25]3[N:8]([N:9]([CH3:26])[CH2:10][O:11][C:12]=3[C:13]=1[N:14]1[CH2:18][CH2:17][C@@H:16]([NH:19][C:20]3[S:21][CH:22]=[CH:23][N:24]=3)[CH2:15]1)[CH:7]=[C:6]([C:27]([OH:29])=[O:28])[C:5]2=[O:30].F[C:32](F)(F)[C:33](OC(=O)C(F)(F)F)=[O:34]. (4) Given the product [F:1][C:2]1[C:3]([C:11]([F:13])([F:14])[F:12])=[N:4][CH:5]=[CH:6][C:7]=1[CH2:8][NH2:9], predict the reactants needed to synthesize it. The reactants are: [F:1][C:2]1[C:3]([C:11]([F:14])([F:13])[F:12])=[N:4][CH:5]=[CH:6][C:7]=1[CH:8]=[N:9]O. (5) Given the product [N:24]1[C:25]2[C:30](=[CH:29][CH:28]=[CH:27][CH:26]=2)[CH:31]=[CH:32][C:23]=1/[CH:22]=[CH:21]/[CH2:20][OH:19], predict the reactants needed to synthesize it. The reactants are: CC(C[AlH]CC(C)C)C.C1(C)C=CC=CC=1.C([O:19][C:20](=O)/[CH:21]=[CH:22]/[C:23]1[CH:32]=[CH:31][C:30]2[C:25](=[CH:26][CH:27]=[CH:28][CH:29]=2)[N:24]=1)C.CO. (6) Given the product [CH3:1][O:2][C:3]([C:5]1[C:13]2[NH:12][C:11]([NH2:14])=[N:10][C:9]=2[CH:8]=[C:7]([C:24]#[N:25])[CH:6]=1)=[O:4], predict the reactants needed to synthesize it. The reactants are: [CH3:1][O:2][C:3]([C:5]1[C:13]2[NH:12][C:11]([NH2:14])=[N:10][C:9]=2[CH:8]=[CH:7][CH:6]=1)=[O:4].COC(=O)C1C=C([C:24]#[N:25])C=C([N+]([O-])=O)C=1N. (7) Given the product [CH2:13]1[NH:14][CH2:15][CH2:16][N:11]([C:2]2[C:6]3[C:5](=[CH:10][CH:9]=[CH:8][CH:7]=3)[S:4][N:3]=2)[CH2:12]1, predict the reactants needed to synthesize it. The reactants are: Cl[C:2]1[C:6]2[CH:7]=[CH:8][CH:9]=[CH:10][C:5]=2[S:4][N:3]=1.[NH:11]1[CH2:16][CH2:15][NH:14][CH2:13][CH2:12]1.[OH-].[Na+]. (8) Given the product [F:19][C:15]1[CH:14]=[C:13]([CH:18]=[CH:17][CH:16]=1)[O:12][CH2:11][C:9]1[N:10]=[C:5]2[N:4]=[CH:3][C:2]([C:24]3[CH:23]=[CH:22][C:21]([F:20])=[CH:26][N:25]=3)=[CH:7][N:6]2[CH:8]=1, predict the reactants needed to synthesize it. The reactants are: Br[C:2]1[CH:3]=[N:4][C:5]2[N:6]([CH:8]=[C:9]([CH2:11][O:12][C:13]3[CH:18]=[CH:17][CH:16]=[C:15]([F:19])[CH:14]=3)[N:10]=2)[CH:7]=1.[F:20][C:21]1[CH:22]=[CH:23][C:24](B(O)O)=[N:25][CH:26]=1. (9) The reactants are: [C:1]([NH:4][C:5]1[CH:27]=[C:26](Br)[CH:25]=[CH:24][C:6]=1[C:7]([N:9]1[CH2:14][CH2:13][CH:12]([N:15]([CH3:23])[C:16](=[O:22])[O:17][C:18]([CH3:21])([CH3:20])[CH3:19])[CH2:11][CH2:10]1)=[O:8])(=[O:3])[CH3:2].CC1(C)C(C)(C)OB([C:37]2[CH:38]=[CH:39][C:40]3[N:41]([C:43]([C:46]4[CH:53]=[CH:52][C:49]([C:50]#[N:51])=[CH:48][CH:47]=4)=[CH:44][N:45]=3)[CH:42]=2)O1.[O-]P([O-])([O-])=O.[K+].[K+].[K+]. Given the product [C:1]([NH:4][C:5]1[CH:27]=[C:26]([C:37]2[CH:38]=[CH:39][C:40]3[N:41]([C:43]([C:46]4[CH:53]=[CH:52][C:49]([C:50]#[N:51])=[CH:48][CH:47]=4)=[CH:44][N:45]=3)[CH:42]=2)[CH:25]=[CH:24][C:6]=1[C:7]([N:9]1[CH2:14][CH2:13][CH:12]([N:15]([CH3:23])[C:16](=[O:22])[O:17][C:18]([CH3:21])([CH3:20])[CH3:19])[CH2:11][CH2:10]1)=[O:8])(=[O:3])[CH3:2], predict the reactants needed to synthesize it.